Task: Predict the product of the given reaction.. Dataset: Forward reaction prediction with 1.9M reactions from USPTO patents (1976-2016) (1) The product is: [Br:15][C:11]1[C:7]([C:1]2[CH:2]=[CH:3][CH:4]=[CH:5][CH:6]=2)=[N:8][NH:9][C:10]=1[CH2:12][CH2:13][CH3:14]. Given the reactants [C:1]1([C:7]2[CH:11]=[C:10]([CH2:12][CH2:13][CH3:14])[NH:9][N:8]=2)[CH:6]=[CH:5][CH:4]=[CH:3][CH:2]=1.[Br:15]Br, predict the reaction product. (2) Given the reactants [C:1]([O:5][C:6]([N:8]1[CH2:13][CH2:12][N:11]([CH2:14][C:15]([OH:17])=O)[CH2:10][CH2:9]1)=[O:7])([CH3:4])([CH3:3])[CH3:2].[NH2:18][C:19]1[S:20][CH:21]=[CH:22][N:23]=1.C(N(C(C)C)CC)(C)C.C1CN([P+](ON2N=NC3C=CC=CC2=3)(N2CCCC2)N2CCCC2)CC1.F[P-](F)(F)(F)(F)F, predict the reaction product. The product is: [O:17]=[C:15]([NH:18][C:19]1[S:20][CH:21]=[CH:22][N:23]=1)[CH2:14][N:11]1[CH2:10][CH2:9][N:8]([C:6]([O:5][C:1]([CH3:2])([CH3:3])[CH3:4])=[O:7])[CH2:13][CH2:12]1. (3) The product is: [C:36]([O:35][C:33]([N:30]1[CH2:31][CH2:32][CH:27]([CH2:26][O:22][C:19]2[CH:20]=[C:21]3[C:16](=[CH:17][C:18]=2[O:23][CH3:24])[N:15]=[CH:14][N:13]=[C:12]3[O:11][C:10]2[C:2]([F:1])=[C:3]3[C:7](=[CH:8][CH:9]=2)[NH:6][CH:5]=[CH:4]3)[CH2:28][CH2:29]1)=[O:34])([CH3:39])([CH3:37])[CH3:38]. Given the reactants [F:1][C:2]1[C:10]([O:11][C:12]2[C:21]3[C:16](=[CH:17][C:18]([O:23][CH3:24])=[C:19]([OH:22])[CH:20]=3)[N:15]=[CH:14][N:13]=2)=[CH:9][CH:8]=[C:7]2[C:3]=1[CH:4]=[CH:5][NH:6]2.O[CH2:26][CH:27]1[CH2:32][CH2:31][N:30]([C:33]([O:35][C:36]([CH3:39])([CH3:38])[CH3:37])=[O:34])[CH2:29][CH2:28]1.C1(P(C2C=CC=CC=2)C2C=CC=CC=2)C=CC=CC=1.N(C(OC(C)C)=O)=NC(OC(C)C)=O, predict the reaction product. (4) Given the reactants F[C:2]1[CH:7]=[C:6]([N+:8]([O-:10])=[O:9])[CH:5]=[CH:4][C:3]=1[C:11]([F:14])([F:13])[F:12].[NH3:15], predict the reaction product. The product is: [N+:8]([C:6]1[CH:5]=[CH:4][C:3]([C:11]([F:14])([F:13])[F:12])=[C:2]([CH:7]=1)[NH2:15])([O-:10])=[O:9]. (5) The product is: [CH2:17]([N:24]1[CH2:29][CH2:28][N:27]([C:13]([C:12]2[CH:11]=[N:10][CH:9]=[C:8]3[S:16][C:5]([C:3]([NH2:30])=[O:4])=[CH:6][C:7]=23)=[O:15])[CH2:26][CH2:25]1)[C:18]1[CH:19]=[CH:20][CH:21]=[CH:22][CH:23]=1. Given the reactants CO[C:3]([C:5]1[S:16][C:8]2[CH:9]=[N:10][CH:11]=[C:12]([C:13]([OH:15])=O)[C:7]=2[CH:6]=1)=[O:4].[CH2:17]([N:24]1[CH2:29][CH2:28][NH:27][CH2:26][CH2:25]1)[C:18]1[CH:23]=[CH:22][CH:21]=[CH:20][CH:19]=1.[NH3:30], predict the reaction product.